This data is from Forward reaction prediction with 1.9M reactions from USPTO patents (1976-2016). The task is: Predict the product of the given reaction. (1) Given the reactants Br[C:2]1[S:6][C:5]([S:7]([NH2:10])(=[O:9])=[O:8])=[CH:4][CH:3]=1.[CH3:11][O:12][C:13]1[CH:14]=[C:15](B(O)O)[CH:16]=[CH:17][C:18]=1[O:19][CH3:20].N#N.C([O-])([O-])=O.[Na+].[Na+].O, predict the reaction product. The product is: [CH3:11][O:12][C:13]1[CH:14]=[C:15]([C:2]2[S:6][C:5]([S:7]([NH2:10])(=[O:9])=[O:8])=[CH:4][CH:3]=2)[CH:16]=[CH:17][C:18]=1[O:19][CH3:20]. (2) Given the reactants [Br:1][C:2]1[CH:14]=[CH:13][C:12]2[C:11]3[C:6](=[CH:7][C:8]([Br:15])=[CH:9][CH:10]=3)[NH:5][C:4]=2[CH:3]=1.I[CH2:17][C:18]([O:20][CH2:21][CH3:22])=[O:19].C([O-])([O-])=O.[Cs+].[Cs+].CCCCCCC, predict the reaction product. The product is: [Br:1][C:2]1[CH:14]=[CH:13][C:12]2[C:11]3[C:6](=[CH:7][C:8]([Br:15])=[CH:9][CH:10]=3)[N:5]([CH2:17][C:18]([O:20][CH2:21][CH3:22])=[O:19])[C:4]=2[CH:3]=1. (3) Given the reactants [Cl:1][C:2]1[CH:7]=[C:6](Cl)[N:5]=[C:4]([S:9][CH3:10])[N:3]=1.Cl.[CH3:12][O:13][NH2:14].C(NC(C)C)(C)C, predict the reaction product. The product is: [Cl:1][C:2]1[N:3]=[C:4]([S:9][CH3:10])[N:5]=[C:6]([NH:14][O:13][CH3:12])[CH:7]=1. (4) Given the reactants [Cl:1][C:2]1[CH:3]=[N:4][CH:5]=[C:6]([Cl:26])[C:7]=1[NH:8][C:9]1[NH:10][C:11]2[C:17]3[CH2:18][C:19]([CH3:22])([CH3:21])[O:20][C:16]=3[C:15]([C:23](O)=[O:24])=[CH:14][C:12]=2[N:13]=1.F[B-](F)(F)F.N1(OC(N(C)C)=[N+](C)C)C2C=CC=CC=2N=N1.CN(C=O)C.[Cl:54][C:55]1[CH:61]=[CH:60][C:58]([NH2:59])=[CH:57][CH:56]=1, predict the reaction product. The product is: [Cl:54][C:55]1[CH:61]=[CH:60][C:58]([NH:59][C:23]([C:15]2[C:16]3[O:20][C:19]([CH3:21])([CH3:22])[CH2:18][C:17]=3[C:11]3[NH:10][C:9]([NH:8][C:7]4[C:6]([Cl:26])=[CH:5][N:4]=[CH:3][C:2]=4[Cl:1])=[N:13][C:12]=3[CH:14]=2)=[O:24])=[CH:57][CH:56]=1.